Predict the reactants needed to synthesize the given product. From a dataset of Full USPTO retrosynthesis dataset with 1.9M reactions from patents (1976-2016). (1) Given the product [CH3:2][O:3][C:4](=[O:23])[C@H:5]([CH2:7][C:8]1[CH:9]=[CH:10][C:11]([C:14]2[C:15](=[O:22])[N:16]([CH3:21])[CH:17]=[C:18]([Cl:20])[CH:19]=2)=[CH:12][CH:13]=1)[NH:6][C:27]([C:26]1[C:30]([CH3:34])=[CH:31][CH:32]=[CH:33][C:25]=1[Cl:24])=[O:28], predict the reactants needed to synthesize it. The reactants are: Cl.[CH3:2][O:3][C:4](=[O:23])[C@H:5]([CH2:7][C:8]1[CH:13]=[CH:12][C:11]([C:14]2[C:15](=[O:22])[N:16]([CH3:21])[CH:17]=[C:18]([Cl:20])[CH:19]=2)=[CH:10][CH:9]=1)[NH2:6].[Cl:24][C:25]1[CH:33]=[CH:32][CH:31]=[C:30]([CH3:34])[C:26]=1[C:27](O)=[O:28].CCN(C(C)C)C(C)C.CN(C(ON1N=NC2C=CC=CC1=2)=[N+](C)C)C.F[P-](F)(F)(F)(F)F. (2) Given the product [CH:16]([C:19]1[CH:20]=[CH:21][C:22]([O:37][CH3:38])=[C:23]([C:25]2[CH:30]=[CH:29][C:28]([C:31]([F:32])([F:33])[F:34])=[CH:27][C:26]=2[CH2:35][NH:36][CH2:7][C:6]2[CH:9]=[C:10]([C:12]([F:15])([F:14])[F:13])[CH:11]=[C:4]([N+:1]([O-:3])=[O:2])[CH:5]=2)[CH:24]=1)([CH3:18])[CH3:17], predict the reactants needed to synthesize it. The reactants are: [N+:1]([C:4]1[CH:5]=[C:6]([CH:9]=[C:10]([C:12]([F:15])([F:14])[F:13])[CH:11]=1)[CH:7]=O)([O-:3])=[O:2].[CH:16]([C:19]1[CH:20]=[CH:21][C:22]([O:37][CH3:38])=[C:23]([C:25]2[CH:30]=[CH:29][C:28]([C:31]([F:34])([F:33])[F:32])=[CH:27][C:26]=2[CH2:35][NH2:36])[CH:24]=1)([CH3:18])[CH3:17].[BH3-]C#N.[Na+].O. (3) Given the product [Cl:13][C:12]1[N:8]([C:5]2[CH:6]=[CH:7][C:2]([C:27]3[C:28]([O:32][CH3:33])=[CH:29][CH:30]=[CH:31][C:26]=3[Cl:25])=[CH:3][CH:4]=2)[C:9]([C:20]([O:22][CH2:23][CH3:24])=[O:21])=[C:10]([NH:14][C:15](=[O:19])[CH2:16][C:17]#[N:18])[CH:11]=1, predict the reactants needed to synthesize it. The reactants are: Br[C:2]1[CH:7]=[CH:6][C:5]([N:8]2[C:12]([Cl:13])=[CH:11][C:10]([NH:14][C:15](=[O:19])[CH2:16][C:17]#[N:18])=[C:9]2[C:20]([O:22][CH2:23][CH3:24])=[O:21])=[CH:4][CH:3]=1.[Cl:25][C:26]1[CH:31]=[CH:30][CH:29]=[C:28]([O:32][CH3:33])[C:27]=1B(O)O.C([O-])([O-])=O.[Na+].[Na+]. (4) Given the product [CH3:15][O:14][C:12]([CH:7]1[CH2:6][CH:5]([C:3]([O:2][CH3:1])=[O:4])[CH2:10][C:9]2([O:18][CH2:17][CH2:16][O:11]2)[CH2:8]1)=[O:13], predict the reactants needed to synthesize it. The reactants are: [CH3:1][O:2][C:3]([CH:5]1[CH2:10][C:9](=[O:11])[CH2:8][CH:7]([C:12]([O:14][CH3:15])=[O:13])[CH2:6]1)=[O:4].[CH2:16](O)[CH2:17][OH:18].O.C1(C)C=CC(S(O)(=O)=O)=CC=1.O. (5) Given the product [Br:1][C:2]1[C:3]([O:40][CH3:41])=[CH:4][CH:5]=[C:6]2[C:11]=1[N:10]=[C:9]([O:12][CH2:13][CH3:14])[CH:8]=[C:7]2[O:15][CH:16]1[CH2:33][CH:32]2[CH:18]([C:19](=[O:39])[N:20]([CH3:38])[CH2:21][CH2:22][CH2:23][CH2:24][CH:25]=[CH:26][CH:27]3[C:29]([C:35]([NH:77][S:78]([CH:81]4[CH2:83][CH2:82]4)(=[O:80])=[O:79])=[O:36])([NH:30][C:31]2=[O:34])[CH2:28]3)[CH2:17]1, predict the reactants needed to synthesize it. The reactants are: [Br:1][C:2]1[C:3]([O:40][CH3:41])=[CH:4][CH:5]=[C:6]2[C:11]=1[N:10]=[C:9]([O:12][CH2:13][CH3:14])[CH:8]=[C:7]2[O:15][CH:16]1[CH2:33][CH:32]2[CH:18]([C:19](=[O:39])[N:20]([CH3:38])[CH2:21][CH2:22][CH2:23][CH2:24][CH:25]=[CH:26][CH:27]3[C:29]([C:35](O)=[O:36])([NH:30][C:31]2=[O:34])[CH2:28]3)[CH2:17]1.C(OC1C=C(OC2CC3C(C(=O)N(C)CCCCC=CC4C(C([NH:77][S:78]([CH:81]5[CH2:83][CH2:82]5)(=[O:80])=[O:79])=O)(NC3=O)C4)C2)C2C(=C(C)C(OC)=CC=2)N=1)C.